From a dataset of Forward reaction prediction with 1.9M reactions from USPTO patents (1976-2016). Predict the product of the given reaction. (1) The product is: [C:1]([O:5][C:6]([NH:8][C:9]1[S:13][C:12]([I:19])=[N:11][C:10]=1[C:14]([O:16][CH2:17][CH3:18])=[O:15])=[O:7])([CH3:4])([CH3:3])[CH3:2]. Given the reactants [C:1]([O:5][C:6]([NH:8][C:9]1[S:13][CH:12]=[N:11][C:10]=1[C:14]([O:16][CH2:17][CH3:18])=[O:15])=[O:7])([CH3:4])([CH3:3])[CH3:2].[I:19]N1C(=O)CCC1=O, predict the reaction product. (2) Given the reactants [F:1][C:2]1[CH:7]=[C:6]([F:8])[CH:5]=[CH:4][C:3]=1[C:9]1[N:10]=[N:11][N:12]([CH:14]2[CH2:18][NH:17][CH:16]([C:19]([N:21]3[CH2:26][CH2:25][N:24]([C:27]4[CH:34]=[CH:33][CH:32]=[CH:31][C:28]=4[C:29]#[N:30])[CH2:23][CH2:22]3)=[O:20])[CH2:15]2)[N:13]=1.[F:35][C:36]1[CH:37]=[C:38]([CH:41]=[CH:42][C:43]=1[F:44])[CH:39]=O, predict the reaction product. The product is: [F:35][C:36]1[CH:37]=[C:38]([CH:41]=[CH:42][C:43]=1[F:44])[CH2:39][N:17]1[CH2:18][C@@H:14]([N:12]2[N:11]=[N:10][C:9]([C:3]3[CH:4]=[CH:5][C:6]([F:8])=[CH:7][C:2]=3[F:1])=[N:13]2)[CH2:15][C@H:16]1[C:19]([N:21]1[CH2:22][CH2:23][N:24]([C:27]2[CH:34]=[CH:33][CH:32]=[CH:31][C:28]=2[C:29]#[N:30])[CH2:25][CH2:26]1)=[O:20]. (3) The product is: [CH2:31]([C:2]1[C:15]([O:16][CH3:17])=[CH:14][C:13]2[C@:12]34[CH2:18][CH2:19][N:20]([C:21]([O:23][CH2:24][C:25]5[CH:30]=[CH:29][CH:28]=[CH:27][CH:26]=5)=[O:22])[C@@H:6]([C@@H:7]3[CH2:8][CH2:9][CH2:10][CH2:11]4)[CH2:5][C:4]=2[CH:3]=1)[CH:32]([CH3:34])[CH3:33]. Given the reactants I[C:2]1[C:15]([O:16][CH3:17])=[CH:14][C:13]2[C@:12]34[CH2:18][CH2:19][N:20]([C:21]([O:23][CH2:24][C:25]5[CH:30]=[CH:29][CH:28]=[CH:27][CH:26]=5)=[O:22])[C@@H:6]([C@@H:7]3[CH2:8][CH2:9][CH2:10][CH2:11]4)[CH2:5][C:4]=2[CH:3]=1.[CH2:31](B(O)O)[CH:32]([CH3:34])[CH3:33].C([O-])([O-])=O.[Cs+].[Cs+].O, predict the reaction product. (4) Given the reactants [CH3:1][C:2]1[C:10]([CH3:19])([CH2:11][CH2:12][CH2:13][CH2:14][S:15]([O-:18])(=[O:17])=[O:16])[C:9]2[C:4](=[CH:5][CH:6]=[C:7]([S:20]([O-:23])(=[O:22])=[O:21])[CH:8]=2)[N:3]=1.[Na+:24].[Na+].[CH2:26]1[CH2:33][O:32][S:29](=[O:31])(=[O:30])[CH2:28][CH2:27]1, predict the reaction product. The product is: [CH3:1][C:2]1[C:10]([CH3:19])([CH2:11][CH2:12][CH2:13][CH2:14][S:15]([O-:18])(=[O:16])=[O:17])[C:9]2[C:4](=[CH:5][CH:6]=[C:7]([S:20]([O-:23])(=[O:21])=[O:22])[CH:8]=2)[N+:3]=1[CH2:33][CH2:26][CH2:27][CH2:28][S:29]([O-:32])(=[O:31])=[O:30].[Na+:24].[Na+:24]. (5) Given the reactants [C:1]([C:3]1[CH:4]=[N:5][CH:6]=[C:7]([O:9][CH3:10])[CH:8]=1)#[CH:2].[F:11][C:12]1[CH:20]=[CH:19][C:18](I)=[CH:17][C:13]=1[C:14]([NH2:16])=[O:15].C(N(CC)CC)C, predict the reaction product. The product is: [F:11][C:12]1[CH:20]=[CH:19][C:18]([C:2]#[C:1][C:3]2[CH:4]=[N:5][CH:6]=[C:7]([O:9][CH3:10])[CH:8]=2)=[CH:17][C:13]=1[C:14]([NH2:16])=[O:15]. (6) Given the reactants [OH:1][C:2]([C:34]1[CH:39]=[CH:38][CH:37]=[CH:36][CH:35]=1)([C:28]1[CH:33]=[CH:32][CH:31]=[CH:30][CH:29]=1)[CH:3]1[CH2:8][CH2:7][N:6]([CH2:9][CH2:10][CH2:11][C:12]([C:14]2[CH:19]=[CH:18][C:17]([C:20]([CH3:27])([CH3:26])[C:21]([O:23]CC)=[O:22])=[CH:16][CH:15]=2)=[O:13])[CH2:5][CH2:4]1.[OH-].[Na+].[BH4-].[Na+].CC(C)=O.[ClH:48], predict the reaction product. The product is: [OH2:1].[ClH:48].[OH:1][C:2]([C:34]1[CH:35]=[CH:36][CH:37]=[CH:38][CH:39]=1)([C:28]1[CH:29]=[CH:30][CH:31]=[CH:32][CH:33]=1)[CH:3]1[CH2:8][CH2:7][N:6]([CH2:9][CH2:10][CH2:11][CH:12]([C:14]2[CH:19]=[CH:18][C:17]([C:20]([CH3:27])([CH3:26])[C:21]([OH:23])=[O:22])=[CH:16][CH:15]=2)[OH:13])[CH2:5][CH2:4]1. (7) Given the reactants C([O:3][C:4]([C:6]1[CH:7]=[C:8]2[N:13]([C:14]=1[C:15]1[CH:20]=[CH:19][C:18]([F:21])=[CH:17][CH:16]=1)[CH:12]=[CH:11][C:10]([CH2:22][N:23]1[CH:27]=[C:26]([C:28]([OH:35])([C:31]([F:34])([F:33])[F:32])[CH2:29][CH3:30])[N:25]=[N:24]1)=[CH:9]2)=[O:5])C.[Li+].[OH-], predict the reaction product. The product is: [F:21][C:18]1[CH:17]=[CH:16][C:15]([C:14]2[N:13]3[C:8]([CH:9]=[C:10]([CH2:22][N:23]4[CH:27]=[C:26]([C:28]([OH:35])([C:31]([F:32])([F:34])[F:33])[CH2:29][CH3:30])[N:25]=[N:24]4)[CH:11]=[CH:12]3)=[CH:7][C:6]=2[C:4]([OH:5])=[O:3])=[CH:20][CH:19]=1.